Dataset: Full USPTO retrosynthesis dataset with 1.9M reactions from patents (1976-2016). Task: Predict the reactants needed to synthesize the given product. (1) Given the product [CH:2]([C:3]1[CH:4]=[CH:5][C:6]([S:9]([NH:12][CH3:13])(=[O:11])=[O:10])=[CH:7][CH:8]=1)=[O:1], predict the reactants needed to synthesize it. The reactants are: [OH:1][CH2:2][C:3]1[CH:8]=[CH:7][C:6]([S:9]([NH:12][CH3:13])(=[O:11])=[O:10])=[CH:5][CH:4]=1. (2) The reactants are: [O:1]=[C:2]1[N:7]([C:8]2[CH:13]=[CH:12][CH:11]=[C:10]([C:14]([F:17])([F:16])[F:15])[CH:9]=2)[C:6]2[CH2:18][CH2:19][C:20](=[O:21])[C:5]=2[CH:4]([C:22]2[CH:29]=[CH:28][C:25]([C:26]#[N:27])=[CH:24][CH:23]=2)[NH:3]1.C([N-]C(C)C)(C)C.[Li+].Br[CH2:39][C:40]([O:42][CH3:43])=[O:41].O. Given the product [C:26]([C:25]1[CH:24]=[CH:23][C:22]([CH:4]2[N:3]([CH2:39][C:40]([O:42][CH3:43])=[O:41])[C:2](=[O:1])[N:7]([C:8]3[CH:13]=[CH:12][CH:11]=[C:10]([C:14]([F:15])([F:16])[F:17])[CH:9]=3)[C:6]3[CH2:18][CH2:19][C:20](=[O:21])[C:5]2=3)=[CH:29][CH:28]=1)#[N:27], predict the reactants needed to synthesize it. (3) Given the product [F:26][C:27]1[CH:33]=[CH:32][C:30]([NH:31][C:2]2[C:11]3=[N:12][NH:13][CH:14]=[C:10]3[C:9]3[CH:8]=[C:7]([O:24][CH3:25])[CH:6]=[CH:5][C:4]=3[N:3]=2)=[CH:29][C:28]=1[O:34][CH3:35], predict the reactants needed to synthesize it. The reactants are: Cl[C:2]1[C:11]2=[N:12][N:13](CC3C=CC(OC)=CC=3)[CH:14]=[C:10]2[C:9]2[CH:8]=[C:7]([O:24][CH3:25])[CH:6]=[CH:5][C:4]=2[N:3]=1.[F:26][C:27]1[CH:33]=[CH:32][C:30]([NH2:31])=[CH:29][C:28]=1[O:34][CH3:35].Cl. (4) Given the product [CH3:1][O:2][C@H:3]1[C@H:7]([O:8][N+:9]([O-:11])=[O:10])[CH2:6][C@@H:5]([C:12]([OH:14])=[O:13])[CH2:4]1, predict the reactants needed to synthesize it. The reactants are: [CH3:1][O:2][C@@H:3]1[C@@H:7]([O:8][N+:9]([O-:11])=[O:10])[CH2:6][C@H:5]([C:12]([O:14]C)=[O:13])[CH2:4]1.[OH-].[K+].Cl. (5) The reactants are: [N:1]1[CH:6]=[CH:5][CH:4]=[N:3][C:2]=1[C:7]1[CH:15]=[CH:14][C:10]([C:11](O)=[O:12])=[CH:9][CH:8]=1.C(Cl)(=O)C([Cl:19])=O.ClCCl. Given the product [N:1]1[CH:6]=[CH:5][CH:4]=[N:3][C:2]=1[C:7]1[CH:15]=[CH:14][C:10]([C:11]([Cl:19])=[O:12])=[CH:9][CH:8]=1, predict the reactants needed to synthesize it. (6) Given the product [CH2:16]([O:6][C:5](=[O:7])[C:4]1[CH:8]=[CH:9][CH:10]=[C:2]([I:1])[C:3]=1[CH3:11])[CH3:17], predict the reactants needed to synthesize it. The reactants are: [I:1][C:2]1[C:3]([CH3:11])=[C:4]([CH:8]=[CH:9][CH:10]=1)[C:5]([OH:7])=[O:6].S(Cl)(Cl)=O.[CH2:16](O)[CH3:17].